From a dataset of Forward reaction prediction with 1.9M reactions from USPTO patents (1976-2016). Predict the product of the given reaction. (1) The product is: [C:7]([C:6]1[CH:9]=[C:2]([N:16]2[CH2:15][CH2:14][N:13]([C:19]([O:21][C:22]([CH3:25])([CH3:24])[CH3:23])=[O:20])[CH2:18][CH2:17]2)[CH:3]=[CH:4][C:5]=1[N+:10]([O-:12])=[O:11])#[N:8]. Given the reactants Br[C:2]1[CH:3]=[CH:4][C:5]([N+:10]([O-:12])=[O:11])=[C:6]([CH:9]=1)[C:7]#[N:8].[N:13]1([C:19]([O:21][C:22]([CH3:25])([CH3:24])[CH3:23])=[O:20])[CH2:18][CH2:17][NH:16][CH2:15][CH2:14]1.C(=O)([O-])[O-].[K+].[K+], predict the reaction product. (2) Given the reactants [C:1]([O:5][C:6](=[O:14])[NH:7][CH:8]1[CH2:13][CH2:12][NH:11][CH2:10][CH2:9]1)([CH3:4])([CH3:3])[CH3:2].[O:15]1[CH2:18][CH2:17][C:16]1=O.C(O[BH-](OC(=O)C)OC(=O)C)(=O)C.[Na+], predict the reaction product. The product is: [C:1]([O:5][C:6](=[O:14])[NH:7][CH:8]1[CH2:13][CH2:12][N:11]([CH:17]2[CH2:18][O:15][CH2:16]2)[CH2:10][CH2:9]1)([CH3:4])([CH3:2])[CH3:3]. (3) Given the reactants [CH:1]1([CH2:4][O:5][C:6]2[CH:11]=[C:10]([O:12][CH3:13])[C:9]([F:14])=[CH:8][C:7]=2[C:15]2[C:16]3[N:24]([CH2:25][O:26][CH2:27][CH2:28][Si:29]([CH3:32])([CH3:31])[CH3:30])[C:23]([CH3:33])=[C:22]([C:34](O)=[O:35])[C:17]=3[N:18]=[C:19]([CH3:21])[N:20]=2)[CH2:3][CH2:2]1.[NH2:37][CH:38]1[CH2:43][CH2:42][N:41]([C:44]([O:46][C:47]([CH3:50])([CH3:49])[CH3:48])=[O:45])[CH2:40][CH2:39]1, predict the reaction product. The product is: [CH:1]1([CH2:4][O:5][C:6]2[CH:11]=[C:10]([O:12][CH3:13])[C:9]([F:14])=[CH:8][C:7]=2[C:15]2[C:16]3[N:24]([CH2:25][O:26][CH2:27][CH2:28][Si:29]([CH3:32])([CH3:31])[CH3:30])[C:23]([CH3:33])=[C:22]([C:34]([NH:37][CH:38]4[CH2:39][CH2:40][N:41]([C:44]([O:46][C:47]([CH3:50])([CH3:49])[CH3:48])=[O:45])[CH2:42][CH2:43]4)=[O:35])[C:17]=3[N:18]=[C:19]([CH3:21])[N:20]=2)[CH2:2][CH2:3]1.